This data is from Forward reaction prediction with 1.9M reactions from USPTO patents (1976-2016). The task is: Predict the product of the given reaction. (1) Given the reactants [F:1][C:2]1[CH:20]=[C:19]([CH3:21])[CH:18]=[CH:17][C:3]=1[O:4][C:5]1[CH:6]=[CH:7][C:8]2[N:12]=[C:11]([CH2:13][OH:14])[N:10]([CH3:15])[C:9]=2[CH:16]=1.O[C:23]1[CH:24]=[C:25]([CH:30]=[CH:31][CH:32]=1)[C:26]([O:28][CH3:29])=[O:27].C(P(CCCC)CCCC)CCC.N(C(N1CCCCC1)=O)=NC(N1CCCCC1)=O, predict the reaction product. The product is: [F:1][C:2]1[CH:20]=[C:19]([CH3:21])[CH:18]=[CH:17][C:3]=1[O:4][C:5]1[CH:6]=[CH:7][C:8]2[N:12]=[C:11]([CH2:13][O:14][C:23]3[CH:24]=[C:25]([CH:30]=[CH:31][CH:32]=3)[C:26]([O:28][CH3:29])=[O:27])[N:10]([CH3:15])[C:9]=2[CH:16]=1. (2) Given the reactants [NH2:1][C:2]1[C:10]([N+:11]([O-])=O)=[CH:9][CH:8]=[CH:7][C:3]=1[C:4]([OH:6])=[O:5].[OH-].[Na+].O.NN, predict the reaction product. The product is: [NH2:1][C:2]1[C:10]([NH2:11])=[CH:9][CH:8]=[CH:7][C:3]=1[C:4]([OH:6])=[O:5]. (3) The product is: [CH3:16][CH:17]1[CH2:18][N:19]([CH2:23][C:24]2[C:32]3[O:31][CH:30]=[CH:29][C:28]=3[CH:27]=[C:26]([N+:33]([O-:35])=[O:34])[CH:25]=2)[CH2:20][CH2:21][N:22]1[C:9]([O:11][C:12]([CH3:13])([CH3:14])[CH3:15])=[O:10]. Given the reactants [C:9](O[C:9]([O:11][C:12]([CH3:15])([CH3:14])[CH3:13])=[O:10])([O:11][C:12]([CH3:15])([CH3:14])[CH3:13])=[O:10].[CH3:16][CH:17]1[NH:22][CH2:21][CH2:20][N:19]([CH2:23][C:24]2[C:32]3[O:31][CH:30]=[CH:29][C:28]=3[CH:27]=[C:26]([N+:33]([O-:35])=[O:34])[CH:25]=2)[CH2:18]1.CCN(CC)CC, predict the reaction product.